From a dataset of Full USPTO retrosynthesis dataset with 1.9M reactions from patents (1976-2016). Predict the reactants needed to synthesize the given product. Given the product [CH3:1][N:2]1[C:11]2[C:6](=[CH:7][N:8]=[C:9]([CH3:12])[CH:10]=2)[CH:5]=[C:4]([C:13]2[CH:14]=[C:15]([CH:19]=[CH:20][C:21]=2[CH3:22])[C:16]([NH:31][C:28]2[CH:27]=[CH:26][C:25]([F:24])=[CH:30][N:29]=2)=[O:18])[C:3]1=[O:23], predict the reactants needed to synthesize it. The reactants are: [CH3:1][N:2]1[C:11]2[C:6](=[CH:7][N:8]=[C:9]([CH3:12])[CH:10]=2)[CH:5]=[C:4]([C:13]2[CH:14]=[C:15]([CH:19]=[CH:20][C:21]=2[CH3:22])[C:16]([OH:18])=O)[C:3]1=[O:23].[F:24][C:25]1[CH:26]=[CH:27][C:28]([NH2:31])=[N:29][CH:30]=1.N1C=CC=CC=1.